From a dataset of Catalyst prediction with 721,799 reactions and 888 catalyst types from USPTO. Predict which catalyst facilitates the given reaction. (1) Reactant: [CH:1]1(/[CH:7]=[CH:8]/[C:9]2[O:13][C:12]([CH:14]([OH:24])[CH2:15][CH2:16][NH:17][C:18](=[O:23])[C:19]([F:22])([F:21])[F:20])=[CH:11][CH:10]=2)[CH2:6][CH2:5][CH2:4][CH2:3][CH2:2]1. Product: [CH:1]1([CH2:7][CH2:8][CH:9]2[O:13][CH:12]([CH:14]([OH:24])[CH2:15][CH2:16][NH:17][C:18](=[O:23])[C:19]([F:21])([F:22])[F:20])[CH2:11][CH2:10]2)[CH2:6][CH2:5][CH2:4][CH2:3][CH2:2]1. The catalyst class is: 45. (2) Reactant: [C:1]([O:5][C:6]([N:8]1[CH2:13][CH2:12][N:11]([CH2:14][C:15]2[CH:23]=[CH:22][CH:21]=[C:20]([Cl:24])[C:16]=2[C:17]([OH:19])=O)[CH2:10][CH2:9]1)=[O:7])([CH3:4])([CH3:3])[CH3:2].[NH:25]1[CH2:29][CH2:28][CH2:27][CH2:26]1.Cl.CN(C)CCCN=C=NCC.N1(O)C2C=CC=CC=2N=N1. Product: [Cl:24][C:20]1[C:16]([C:17]([N:25]2[CH2:29][CH2:28][CH2:27][CH2:26]2)=[O:19])=[C:15]([CH2:14][N:11]2[CH2:10][CH2:9][N:8]([C:6]([O:5][C:1]([CH3:4])([CH3:3])[CH3:2])=[O:7])[CH2:13][CH2:12]2)[CH:23]=[CH:22][CH:21]=1. The catalyst class is: 4. (3) Reactant: [CH3:1][O:2][C:3](=[O:12])[C:4]1[CH:9]=[CH:8][C:7]([I:10])=[C:6]([OH:11])[CH:5]=1.[CH2:13](Br)[C:14]1[CH:19]=[CH:18][CH:17]=[CH:16][CH:15]=1.C(=O)([O-])[O-].[K+].[K+]. Product: [CH3:1][O:2][C:3](=[O:12])[C:4]1[CH:9]=[CH:8][C:7]([I:10])=[C:6]([O:11][CH2:13][C:14]2[CH:19]=[CH:18][CH:17]=[CH:16][CH:15]=2)[CH:5]=1. The catalyst class is: 10. (4) Reactant: [N+:1]([C:4]1[CH:5]=[CH:6][C:7]([NH2:10])=[N:8][CH:9]=1)([O-:3])=[O:2].Br[CH2:12][C:13](=O)[C:14]([O:16][CH2:17][CH3:18])=[O:15]. Product: [N+:1]([C:4]1[CH:5]=[CH:6][C:7]2[N:8]([CH:12]=[C:13]([C:14]([O:16][CH2:17][CH3:18])=[O:15])[N:10]=2)[CH:9]=1)([O-:3])=[O:2]. The catalyst class is: 14. (5) Reactant: [Cl:1][C:2]1[CH:7]=[C:6]([C:8]([OH:17])([C:13]([F:16])([F:15])[F:14])[C:9]([F:12])([F:11])[F:10])[CH:5]=[CH:4][C:3]=1[N:18]([CH2:29][CH3:30])[C:19](=O)[CH2:20][CH2:21][C:22]1[CH:27]=[CH:26][CH:25]=[CH:24][CH:23]=1.B.C1COCC1. Product: [Cl:1][C:2]1[CH:7]=[C:6]([C:8]([OH:17])([C:9]([F:10])([F:11])[F:12])[C:13]([F:15])([F:16])[F:14])[CH:5]=[CH:4][C:3]=1[N:18]([CH2:29][CH3:30])[CH2:19][CH2:20][CH2:21][C:22]1[CH:23]=[CH:24][CH:25]=[CH:26][CH:27]=1. The catalyst class is: 1.